Predict which catalyst facilitates the given reaction. From a dataset of Catalyst prediction with 721,799 reactions and 888 catalyst types from USPTO. (1) Reactant: [NH:1]1[C:10]2[C:5](=[CH:6][CH:7]=[C:8]([NH:11][C:12]([C:14]3[CH:19]=[CH:18][C:17]([C:20]4[CH:25]=[CH:24][CH:23]=[CH:22][CH:21]=4)=[CH:16][CH:15]=3)=[O:13])[CH:9]=2)[CH2:4][CH2:3][CH2:2]1.C(N(CC)CC)C.[C:33](Cl)(=[O:35])[CH3:34].C(O)C(N)(CO)CO.[N-]=C=O. The catalyst class is: 2. Product: [C:33]([N:1]1[C:10]2[C:5](=[CH:6][CH:7]=[C:8]([NH:11][C:12]([C:14]3[CH:19]=[CH:18][C:17]([C:20]4[CH:21]=[CH:22][CH:23]=[CH:24][CH:25]=4)=[CH:16][CH:15]=3)=[O:13])[CH:9]=2)[CH2:4][CH2:3][CH2:2]1)(=[O:35])[CH3:34]. (2) Reactant: [Br-].[O:2]1[CH2:6][CH2:5][O:4][CH:3]1[CH2:7][P+](C1C=CC=CC=1)(C1C=CC=CC=1)C1C=CC=CC=1.[CH3:27]C(C)([O-])C.[K+].[CH:33]1([NH:39][C:40]2[C:45](C=O)=[CH:44][N:43]=[C:42]3[N:48]([S:51]([C:54]4[CH:60]=[CH:59][C:57]([CH3:58])=[CH:56][CH:55]=4)(=[O:53])=[O:52])[CH:49]=[CH:50][C:41]=23)[CH2:38][CH2:37][CH2:36][CH2:35][CH2:34]1.O. Product: [O:4]1[CH2:5][CH2:6][O:2][CH:3]1[CH:7]=[CH:27][C:45]1[CH:44]=[N:43][C:42]2[N:48]([S:51]([C:54]3[CH:60]=[CH:59][C:57]([CH3:58])=[CH:56][CH:55]=3)(=[O:52])=[O:53])[CH:49]=[CH:50][C:41]=2[C:40]=1[NH:39][CH:33]1[CH2:34][CH2:35][CH2:36][CH2:37][CH2:38]1. The catalyst class is: 1. (3) The catalyst class is: 13. Product: [Br:1][C:2]1[CH:3]=[CH:4][C:5]([C:8]2[CH2:12][CH:11]([CH2:13][S:23][CH2:22][CH2:21][C:18]3[CH:19]=[CH:20][N:15]=[CH:16][CH:17]=3)[O:10][N:9]=2)=[N:6][CH:7]=1. Reactant: [Br:1][C:2]1[CH:3]=[CH:4][C:5]([C:8]2[CH2:12][CH:11]([CH2:13]Cl)[O:10][N:9]=2)=[N:6][CH:7]=1.[N:15]1[CH:20]=[CH:19][C:18]([CH2:21][CH2:22][SH:23])=[CH:17][CH:16]=1.C(=O)([O-])[O-].[K+].[K+].CN(C=O)C. (4) Reactant: [NH2:1][C:2]1[C:3]([C:39](OC)=[O:40])=[N:4][C:5]([C:15]2[CH:20]=[CH:19][CH:18]=[C:17]([O:21][Si](C(C)(C)C)(C3C=CC=CC=3)C3C=CC=CC=3)[CH:16]=2)=[N:6][C:7]=1[NH:8][CH:9]1[CH2:14][CH2:13][O:12][CH2:11][CH2:10]1.[NH2:43]C1C(C(OC)=O)=NC(Cl)=NC=1NC1CCOCC1.C([Si](C(C)C)(C(C)C)[O:66][C:67]1C=CC=C([Sn](C)(C)C)C=1)(C)C. Product: [OH:21][C:17]1[CH:16]=[C:15]([C:5]2[N:6]=[C:7]3[C:2]([NH:1][C:67](=[O:66])[N:8]3[CH:9]3[CH2:14][CH2:13][O:12][CH2:11][CH2:10]3)=[C:3]([C:39]([NH2:43])=[O:40])[N:4]=2)[CH:20]=[CH:19][CH:18]=1. The catalyst class is: 9. (5) Reactant: [C:1]1([C@H:13]2[CH2:18][CH2:17][C@H:16]([CH:19]=[C:20]([C:23]#[N:24])[C:21]#[N:22])[CH2:15][CH2:14]2)[N:2]=[N:3][N:4]2[C:9]=1[C:8]1[CH:10]=[CH:11][NH:12][C:7]=1[N:6]=[CH:5]2.CC1NC(C)=C(C(OCC)=O)CC=1C(OCC)=O.O. Product: [C:1]1([C@H:13]2[CH2:14][CH2:15][C@H:16]([CH2:19][CH:20]([C:23]#[N:24])[C:21]#[N:22])[CH2:17][CH2:18]2)[N:2]=[N:3][N:4]2[C:9]=1[C:8]1[CH:10]=[CH:11][NH:12][C:7]=1[N:6]=[CH:5]2. The catalyst class is: 7. (6) Reactant: CO.[BH4-].[Na+].[CH3:5][O:6][C:7]1[CH:8]=[CH:9][C:10]2[N:11]([N:13]=[C:14]([C:28]3[CH:33]=[CH:32][CH:31]=[CH:30][C:29]=3[C:34]([F:37])([F:36])[F:35])[C:15]=2[C:16]([C:18]2[N:23]=[C:22]([C:24]([O:26][CH3:27])=[O:25])[CH:21]=[CH:20][CH:19]=2)=[O:17])[CH:12]=1.[Cl-].[NH4+]. Product: [OH:17][CH:16]([C:15]1[C:14]([C:28]2[CH:33]=[CH:32][CH:31]=[CH:30][C:29]=2[C:34]([F:35])([F:37])[F:36])=[N:13][N:11]2[CH:12]=[C:7]([O:6][CH3:5])[CH:8]=[CH:9][C:10]=12)[C:18]1[N:23]=[C:22]([C:24]([O:26][CH3:27])=[O:25])[CH:21]=[CH:20][CH:19]=1. The catalyst class is: 4.